From a dataset of Retrosynthesis with 50K atom-mapped reactions and 10 reaction types from USPTO. Predict the reactants needed to synthesize the given product. The reactants are: O=CCCCC1CC(c2cccc([N+](=O)[O-])c2)=NO1.c1ccc(C(c2ccccc2)N2CCNCC2)cc1. Given the product O=[N+]([O-])c1cccc(C2=NOC(CCCCN3CCN(C(c4ccccc4)c4ccccc4)CC3)C2)c1, predict the reactants needed to synthesize it.